Task: Predict the reactants needed to synthesize the given product.. Dataset: Full USPTO retrosynthesis dataset with 1.9M reactions from patents (1976-2016) (1) Given the product [ClH:1].[OH:27][CH2:37][CH2:36][O:35][C:18]1[CH:19]=[CH:20][C:15]([S:12]([C:8]2[CH:9]=[CH:10][C:11]3[N:3]([CH3:2])[C:4]4[CH2:25][CH2:24][NH:23][CH2:22][CH2:21][C:5]=4[C:6]=3[CH:7]=2)(=[O:13])=[O:14])=[CH:16][CH:17]=1, predict the reactants needed to synthesize it. The reactants are: [ClH:1].[CH3:2][N:3]1[C:11]2[CH:10]=[CH:9][C:8]([S:12]([C:15]3[CH:20]=[CH:19][CH:18]=[CH:17][CH:16]=3)(=[O:14])=[O:13])=[CH:7][C:6]=2[C:5]2[CH2:21][CH2:22][NH:23][CH2:24][CH2:25][C:4]1=2.C=[O:27].C([BH3-])#N.[Na+].C([O:35][CH2:36][CH3:37])(=O)C. (2) Given the product [ClH:31].[CH2:29]([O:28][C:26](=[O:27])[CH2:25][N:18]([C:11]1[CH:12]=[CH:13][CH:14]=[C:15]2[C:10]=1[CH2:9][NH:8][CH2:17][CH2:16]2)[C:19](=[O:24])[C:20]([F:21])([F:23])[F:22])[CH3:30], predict the reactants needed to synthesize it. The reactants are: C(OC([N:8]1[CH2:17][CH2:16][C:15]2[C:10](=[C:11]([N:18]([CH2:25][C:26]([O:28][CH2:29][CH3:30])=[O:27])[C:19](=[O:24])[C:20]([F:23])([F:22])[F:21])[CH:12]=[CH:13][CH:14]=2)[CH2:9]1)=O)(C)(C)C.[ClH:31]. (3) Given the product [CH:4]([C:5]1[O:9][CH:8]=[C:7]([B:14]([OH:19])[OH:15])[CH:6]=1)=[O:3], predict the reactants needed to synthesize it. The reactants are: C([O:3][CH:4](OCC)[C:5]1[O:9][CH:8]=[C:7](Br)[CH:6]=1)C.[B:14](OC(C)C)([O:19]C(C)C)[O:15]C(C)C.C([Mg]Br)(C)C.CC(CC(C)=O)C. (4) Given the product [OH:1][C:2]1[C:7]2[S:8][CH:9]=[CH:10][C:6]=2[CH:5]=[C:4]([C:11](=[S:15])[NH2:12])[CH:3]=1, predict the reactants needed to synthesize it. The reactants are: [OH:1][C:2]1[C:7]2[S:8][CH:9]=[CH:10][C:6]=2[CH:5]=[C:4]([C:11]#[N:12])[CH:3]=1.C(N)(=[S:15])C.O. (5) The reactants are: [OH:1][C:2]1[CH:9]=[CH:8][C:5]([CH:6]=[CH2:7])=[CH:4][CH:3]=1.C=CC1C=CC=CC=1. Given the product [CH:7]#[C:6][C:5]1[CH:8]=[CH:9][C:2]([OH:1])=[CH:3][CH:4]=1, predict the reactants needed to synthesize it. (6) Given the product [Cl-:24].[F:1][C:2]1[CH:7]=[CH:6][C:5]([C:8]2[O:12][C:11]([CH2:13][P+:38]([C:39]3[CH:40]=[CH:41][CH:42]=[CH:43][CH:44]=3)([C:45]3[CH:50]=[CH:49][CH:48]=[CH:47][CH:46]=3)[C:32]3[CH:33]=[CH:34][CH:35]=[CH:36][CH:37]=3)=[N:10][CH:9]=2)=[CH:4][CH:3]=1, predict the reactants needed to synthesize it. The reactants are: [F:1][C:2]1[CH:7]=[CH:6][C:5]([C:8]2[O:12][C:11]([CH2:13]O)=[N:10][CH:9]=2)=[CH:4][CH:3]=1.CCN(CC)CC.O=S(Cl)[Cl:24].C([O-])([O-])=O.[Na+].[Na+].[C:32]1([P:38]([C:45]2[CH:50]=[CH:49][CH:48]=[CH:47][CH:46]=2)[C:39]2[CH:44]=[CH:43][CH:42]=[CH:41][CH:40]=2)[CH:37]=[CH:36][CH:35]=[CH:34][CH:33]=1. (7) Given the product [N:37]12[CH2:44][CH2:43][N:40]([CH2:41][CH2:42]1)[CH2:39][CH:38]2[CH2:45][NH:46][C:2]1[N:3]=[CH:4][C:5]([C:8]2[N:9]=[C:10]([N:18]3[CH2:23][CH2:22][C@@H:21]([NH:24][C:25]([C:27]4[NH:28][C:29]([CH3:34])=[C:30]([Cl:33])[C:31]=4[Cl:32])=[O:26])[C@@H:20]([O:35][CH3:36])[CH2:19]3)[S:11][C:12]=2[C:13]([O:15][CH2:16][CH3:17])=[O:14])=[N:6][CH:7]=1, predict the reactants needed to synthesize it. The reactants are: Cl[C:2]1[N:3]=[CH:4][C:5]([C:8]2[N:9]=[C:10]([N:18]3[CH2:23][CH2:22][C@H:21]([NH:24][C:25]([C:27]4[NH:28][C:29]([CH3:34])=[C:30]([Cl:33])[C:31]=4[Cl:32])=[O:26])[C@H:20]([O:35][CH3:36])[CH2:19]3)[S:11][C:12]=2[C:13]([O:15][CH2:16][CH3:17])=[O:14])=[N:6][CH:7]=1.[N:37]12[CH2:44][CH2:43][N:40]([CH2:41][CH2:42]1)[CH2:39][CH:38]2[CH2:45][NH2:46].C(N(CC)C(C)C)(C)C.O.